The task is: Predict the product of the given reaction.. This data is from Forward reaction prediction with 1.9M reactions from USPTO patents (1976-2016). (1) Given the reactants [CH3:1][CH:2]1[CH2:7][C:6](=[O:8])[CH:5]=[C:4]([C:9]2[CH:14]=[CH:13][N:12]=[CH:11][C:10]=2[N+:15]([O-:17])=[O:16])[CH2:3]1.[CH3:18][Si:19](Cl)([CH3:21])[CH3:20].[Li+].C[Si]([N-][Si](C)(C)C)(C)C, predict the reaction product. The product is: [CH3:1][CH:2]1[CH2:3][C:4]([C:9]2[CH:14]=[CH:13][N:12]=[CH:11][C:10]=2[N+:15]([O-:17])=[O:16])=[CH:5][C:6]([O:8][Si:19]([CH3:21])([CH3:20])[CH3:18])=[CH:7]1. (2) Given the reactants [CH3:1][N:2]([CH3:27])[C:3]1[N:8]=[CH:7][C:6]([N:9]2[CH2:14][CH2:13][CH:12]([N:15](C)[C:16](=O)OCC3C=CC=CC=3)[CH2:11][CH2:10]2)=[CH:5][CH:4]=1, predict the reaction product. The product is: [CH3:1][N:2]([CH3:27])[C:3]1[CH:4]=[CH:5][C:6]([N:9]2[CH2:10][CH2:11][CH:12]([NH:15][CH3:16])[CH2:13][CH2:14]2)=[CH:7][N:8]=1. (3) Given the reactants C(OC([NH:8][C:9]1[CH:10]=[CH:11][C:12]([C:15]([O:17][C:18](C)(C)[CH3:19])=[O:16])=[N:13][CH:14]=1)=O)(C)(C)C.C(O)(C(F)(F)F)=O, predict the reaction product. The product is: [NH2:8][C:9]1[CH:10]=[CH:11][C:12]([C:15]([O:17][CH2:18][CH3:19])=[O:16])=[N:13][CH:14]=1.